From a dataset of Full USPTO retrosynthesis dataset with 1.9M reactions from patents (1976-2016). Predict the reactants needed to synthesize the given product. (1) The reactants are: [ClH:1].Cl.[CH:3]([CH:16]1[NH:21][CH2:20][CH2:19][N:18]([CH2:22][C:23]2[CH:28]=[CH:27][CH:26]=[CH:25][C:24]=2[O:29][CH3:30])[CH2:17]1)([C:10]1[CH:15]=[CH:14][CH:13]=[CH:12][CH:11]=1)[C:4]1[CH:9]=[CH:8][CH:7]=[CH:6][CH:5]=1.Br[CH2:32][C:33]([NH2:35])=[O:34].C(=O)([O-])[O-].[K+].[K+]. Given the product [ClH:1].[ClH:1].[CH:3]([CH:16]1[CH2:17][N:18]([CH2:22][C:23]2[CH:28]=[CH:27][CH:26]=[CH:25][C:24]=2[O:29][CH3:30])[CH2:19][CH2:20][N:21]1[CH2:32][C:33](=[O:34])[NH2:35])([C:10]1[CH:11]=[CH:12][CH:13]=[CH:14][CH:15]=1)[C:4]1[CH:9]=[CH:8][CH:7]=[CH:6][CH:5]=1, predict the reactants needed to synthesize it. (2) Given the product [Br:1][C:2]1[CH:3]=[CH:4][C:5]([C:8]([NH:24][CH2:25][C:26]2[CH:27]=[C:28]3[C:32](=[CH:33][CH:34]=2)[C:31](=[O:35])[N:30]([C@@:36]2([CH3:44])[CH2:41][CH2:40][C:39](=[O:42])[NH:38][C:37]2=[O:43])[C:29]3=[O:45])=[O:10])=[N:6][CH:7]=1, predict the reactants needed to synthesize it. The reactants are: [Br:1][C:2]1[CH:3]=[CH:4][C:5]([C:8]([OH:10])=O)=[N:6][CH:7]=1.C1N=CN(C(N2C=NC=C2)=O)C=1.Cl.[NH2:24][CH2:25][C:26]1[CH:27]=[C:28]2[C:32](=[CH:33][CH:34]=1)[C:31](=[O:35])[N:30]([C@@:36]1([CH3:44])[CH2:41][CH2:40][C:39](=[O:42])[NH:38][C:37]1=[O:43])[C:29]2=[O:45].CC#N. (3) Given the product [SH:5][CH:6]([CH2:8][C:9](=[O:14])[CH:10]([CH3:13])[CH2:11][CH3:12])[CH3:7], predict the reactants needed to synthesize it. The reactants are: CO.C(=O)([S:5][CH:6]([CH2:8][C:9](=[O:14])[CH:10]([CH3:13])[CH2:11][CH3:12])[CH3:7])C. (4) Given the product [Cl:12][C:13]1[CH:18]=[C:17]([O:10][C:9]2[C:4]([CH3:3])=[N:5][C:6]([CH3:11])=[CH:7][CH:8]=2)[CH:16]=[CH:15][N:14]=1, predict the reactants needed to synthesize it. The reactants are: [H-].[Na+].[CH3:3][C:4]1[C:9]([OH:10])=[CH:8][CH:7]=[C:6]([CH3:11])[N:5]=1.[Cl:12][C:13]1[CH:18]=[C:17](Cl)[CH:16]=[CH:15][N:14]=1. (5) The reactants are: N[C@H:2]([C:6]([OH:8])=[O:7])[C@@H:3]([CH3:5])[OH:4].[C:9](=O)([O-])[O-].[Na+].[Na+].O.[C:16]1([C:22]2[N:27]=[C:26]([C:28](Cl)=[O:29])[CH:25]=[CH:24][CH:23]=2)[CH:21]=[CH:20][CH:19]=[CH:18][CH:17]=1. Given the product [OH:4][C@H:3]([CH3:5])[C@H:2]([CH2:9][C:28](=[O:29])[C:26]1[CH:25]=[CH:24][CH:23]=[C:22]([C:16]2[CH:21]=[CH:20][CH:19]=[CH:18][CH:17]=2)[N:27]=1)[C:6]([OH:8])=[O:7], predict the reactants needed to synthesize it. (6) The reactants are: Br[C:2]1[CH:3]=[C:4]([C:8]2[N:9]=[C:10]([CH:20]([CH3:22])[CH3:21])[NH:11][C:12]=2[C:13]2[CH:18]=[CH:17][CH:16]=[C:15]([CH3:19])[N:14]=2)[CH:5]=[CH:6][CH:7]=1.CC1(C)C(C)(C)OB([C:31]2[CH:45]=[CH:44][C:34]([C:35]([NH:37][CH:38]3[CH2:43][CH2:42][O:41][CH2:40][CH2:39]3)=[O:36])=[CH:33][CH:32]=2)O1.O.C(=O)([O-])[O-].[Na+].[Na+]. Given the product [O:41]1[CH2:42][CH2:43][CH:38]([NH:37][C:35](=[O:36])[C:34]2[CH:44]=[CH:45][C:31]([C:2]3[CH:7]=[CH:6][CH:5]=[C:4]([C:8]4[N:9]=[C:10]([CH:20]([CH3:22])[CH3:21])[NH:11][C:12]=4[C:13]4[CH:18]=[CH:17][CH:16]=[C:15]([CH3:19])[N:14]=4)[CH:3]=3)=[CH:32][CH:33]=2)[CH2:39][CH2:40]1, predict the reactants needed to synthesize it.